Dataset: Catalyst prediction with 721,799 reactions and 888 catalyst types from USPTO. Task: Predict which catalyst facilitates the given reaction. (1) Reactant: C(N(CC)CC)C.[N+:8]([C:11]1[CH:16]=[CH:15][C:14]([CH:17]2[CH2:22][CH2:21][NH:20][CH2:19][CH2:18]2)=[CH:13][CH:12]=1)([O-:10])=[O:9].[F:23][C:24]([F:35])([F:34])[C:25](O[C:25](=[O:26])[C:24]([F:35])([F:34])[F:23])=[O:26]. Product: [F:23][C:24]([F:35])([F:34])[C:25]([N:20]1[CH2:19][CH2:18][CH:17]([C:14]2[CH:15]=[CH:16][C:11]([N+:8]([O-:10])=[O:9])=[CH:12][CH:13]=2)[CH2:22][CH2:21]1)=[O:26]. The catalyst class is: 2. (2) Reactant: [N:1]1[C:5]2[CH:6]=[CH:7][C:8]([C:10]([N:12]3[CH2:19][CH2:18][C@:17]4([CH3:22])[C@H:20]([CH3:21])[C@H:13]3[CH2:14][C:15]3[CH:26]=[CH:25][C:24]([C:27]#[N:28])=[CH:23][C:16]=34)=[O:11])=[CH:9][C:4]=2[NH:3][CH:2]=1. Product: [NH2:28][CH2:27][C:24]1[CH:25]=[CH:26][C:15]2[CH2:14][C@@H:13]3[C@@H:20]([CH3:21])[C@:17]([CH3:22])([C:16]=2[CH:23]=1)[CH2:18][CH2:19][N:12]3[C:10]([C:8]1[CH:7]=[CH:6][C:5]2[N:1]=[CH:2][NH:3][C:4]=2[CH:9]=1)=[O:11]. The catalyst class is: 834. (3) Reactant: [OH-].[K+].[C:3]([O:7][C@@H:8]([C:15]1[C:16]([CH3:47])=[N:17][C:18]([CH3:46])=[C:19]([C:30]2[CH:35]=[CH:34][C:33]([O:36][CH2:37][CH2:38][C:39]3[CH:44]=[CH:43][C:42]([F:45])=[CH:41][CH:40]=3)=[CH:32][CH:31]=2)[C:20]=1[N:21]1[CH2:26][CH2:25][C:24]([C:28]#[N:29])([CH3:27])[CH2:23][CH2:22]1)[C:9]([O:11]C(C)C)=[O:10])([CH3:6])([CH3:5])[CH3:4].Cl. The catalyst class is: 8. Product: [C:3]([O:7][C@@H:8]([C:15]1[C:16]([CH3:47])=[N:17][C:18]([CH3:46])=[C:19]([C:30]2[CH:31]=[CH:32][C:33]([O:36][CH2:37][CH2:38][C:39]3[CH:44]=[CH:43][C:42]([F:45])=[CH:41][CH:40]=3)=[CH:34][CH:35]=2)[C:20]=1[N:21]1[CH2:22][CH2:23][C:24]([C:28]#[N:29])([CH3:27])[CH2:25][CH2:26]1)[C:9]([OH:11])=[O:10])([CH3:6])([CH3:5])[CH3:4]. (4) Reactant: C[O:2][C:3]([C:5]1[C:6]([CH3:31])=[C:7]2[C:12]([NH:13][C:14]3[CH:19]=[CH:18][C:17]([O:20][CH2:21][C:22]4[CH:27]=[CH:26][CH:25]=[CH:24][CH:23]=4)=[CH:16][CH:15]=3)=[C:11]([C:28]#[N:29])[CH:10]=[N:9][N:8]2[CH:30]=1)=[O:4].[OH-].[Na+]. Product: [CH2:21]([O:20][C:17]1[CH:18]=[CH:19][C:14]([NH:13][C:12]2[C:7]3[N:8]([CH:30]=[C:5]([C:3]([OH:4])=[O:2])[C:6]=3[CH3:31])[N:9]=[CH:10][C:11]=2[C:28]#[N:29])=[CH:15][CH:16]=1)[C:22]1[CH:23]=[CH:24][CH:25]=[CH:26][CH:27]=1. The catalyst class is: 5.